This data is from NCI-60 drug combinations with 297,098 pairs across 59 cell lines. The task is: Regression. Given two drug SMILES strings and cell line genomic features, predict the synergy score measuring deviation from expected non-interaction effect. (1) Drug 1: CN(C)C1=NC(=NC(=N1)N(C)C)N(C)C. Drug 2: CC1=C2C(C(=O)C3(C(CC4C(C3C(C(C2(C)C)(CC1OC(=O)C(C(C5=CC=CC=C5)NC(=O)OC(C)(C)C)O)O)OC(=O)C6=CC=CC=C6)(CO4)OC(=O)C)O)C)O. Cell line: UO-31. Synergy scores: CSS=0.377, Synergy_ZIP=-1.39, Synergy_Bliss=-3.24, Synergy_Loewe=-23.2, Synergy_HSA=-4.81. (2) Drug 2: CC12CCC3C(C1CCC2O)C(CC4=C3C=CC(=C4)O)CCCCCCCCCS(=O)CCCC(C(F)(F)F)(F)F. Drug 1: C1CC(C1)(C(=O)O)C(=O)O.[NH2-].[NH2-].[Pt+2]. Cell line: SK-OV-3. Synergy scores: CSS=-4.65, Synergy_ZIP=4.11, Synergy_Bliss=5.00, Synergy_Loewe=-1.96, Synergy_HSA=-3.57. (3) Drug 1: C1=NC2=C(N1)C(=S)N=CN2. Drug 2: COC1=NC(=NC2=C1N=CN2C3C(C(C(O3)CO)O)O)N. Cell line: COLO 205. Synergy scores: CSS=-2.89, Synergy_ZIP=0.819, Synergy_Bliss=1.67, Synergy_Loewe=-4.02, Synergy_HSA=-3.84.